The task is: Predict the reactants needed to synthesize the given product.. This data is from Full USPTO retrosynthesis dataset with 1.9M reactions from patents (1976-2016). (1) Given the product [O:20]=[C:11]1[CH:12]([C:15]([O:17][CH2:18][CH3:19])=[O:16])[CH2:13][CH2:14][N:9]([C:2]([O:23][CH3:21])=[O:25])[CH2:10]1, predict the reactants needed to synthesize it. The reactants are: [Cl-].[CH2:2]([NH+:9]1[CH2:14][CH2:13][CH:12]([C:15]([O:17][CH2:18][CH3:19])=[O:16])[C:11](=[O:20])[CH2:10]1)C1C=CC=CC=1.[CH2:21]([OH:23])C.C(=O)([O-])[O-:25].[K+].[K+].ClC(OC)=O. (2) Given the product [CH3:29][C:30]1[CH:37]=[CH:36][CH:35]=[CH:34][C:31]=1[CH2:32][N:9]1[CH2:14][CH2:13][CH:12]([CH2:15][O:16][C:17]2[CH:26]=[CH:25][CH:24]=[C:23]3[C:18]=2[C:19]([NH2:28])=[N:20][C:21]([NH2:27])=[N:22]3)[CH2:11][CH2:10]1, predict the reactants needed to synthesize it. The reactants are: C(N)C1C=CC=CC=1.[NH:9]1[CH2:14][CH2:13][CH:12]([CH2:15][O:16][C:17]2[CH:26]=[CH:25][CH:24]=[C:23]3[C:18]=2[C:19]([NH2:28])=[N:20][C:21]([NH2:27])=[N:22]3)[CH2:11][CH2:10]1.[CH3:29][C:30]1[CH:37]=[CH:36][CH:35]=[CH:34][C:31]=1[CH2:32]Br. (3) Given the product [C:22]1([C:20]2[CH:19]=[C:18]([C:28]3[CH:29]=[CH:30][CH:31]=[CH:32][CH:33]=3)[N:17]=[C:16]([O:15][CH2:14][CH2:13][CH2:12][CH2:11][C:10]([CH3:34])([CH3:35])[CH2:9][NH:8][C:7]([CH:2]([NH:1][C:49]([C:50]3[CH:51]=[N:52][CH:53]=[CH:54][CH:55]=3)=[O:56])[CH2:3][C:4]([OH:6])=[O:5])=[O:36])[CH:21]=2)[CH:27]=[CH:26][CH:25]=[CH:24][CH:23]=1, predict the reactants needed to synthesize it. The reactants are: [NH2:1][CH:2]([C:7](=[O:36])[NH:8][CH2:9][C:10]([CH3:35])([CH3:34])[CH2:11][CH2:12][CH2:13][CH2:14][O:15][C:16]1[CH:21]=[C:20]([C:22]2[CH:27]=[CH:26][CH:25]=[CH:24][CH:23]=2)[CH:19]=[C:18]([C:28]2[CH:33]=[CH:32][CH:31]=[CH:30][CH:29]=2)[N:17]=1)[CH2:3][C:4]([OH:6])=[O:5].CN(C)C=O.C(N(CC)CC)C.[C:49](ON1C(=O)CCC1=O)(=[O:56])[C:50]1[CH:55]=[CH:54][CH:53]=[N:52][CH:51]=1. (4) Given the product [ClH:1].[CH2:40]([O:14][C:13](=[O:15])[CH2:12][CH2:11][CH2:10][C:6]1[CH:7]=[CH:8][CH:9]=[C:4]([C:2]#[N:3])[C:5]=1[O:16][CH2:17][C@H:18]([OH:34])[CH2:19][NH:20][C:21]([CH3:32])([CH3:33])[CH2:22][CH:23]1[CH2:24][C:25]2[C:30](=[CH:29][CH:28]=[CH:27][CH:26]=2)[CH2:31]1)[CH3:41], predict the reactants needed to synthesize it. The reactants are: [ClH:1].[C:2]([C:4]1[C:5]([O:16][CH2:17][C@H:18]([OH:34])[CH2:19][NH:20][C:21]([CH3:33])([CH3:32])[CH2:22][CH:23]2[CH2:31][C:30]3[C:25](=[CH:26][CH:27]=[CH:28][CH:29]=3)[CH2:24]2)=[C:6]([CH2:10][CH2:11][CH2:12][C:13]([OH:15])=[O:14])[CH:7]=[CH:8][CH:9]=1)#[N:3].S(=O)(=O)(O)O.[CH2:40](O)[CH3:41]. (5) Given the product [Br:1][C:2]1[CH:7]=[CH:6][C:5]([NH:8][C:9]2[CH:10]=[CH:11][C:12]([C:28](=[O:27])[CH3:29])=[N:13][CH:14]=2)=[C:4]([C:17]([F:20])([F:18])[F:19])[CH:3]=1, predict the reactants needed to synthesize it. The reactants are: [Br:1][C:2]1[CH:7]=[CH:6][C:5]([NH:8][C:9]2[CH:10]=[CH:11][C:12](C#N)=[N:13][CH:14]=2)=[C:4]([C:17]([F:20])([F:19])[F:18])[CH:3]=1.C[Mg]Br.Cl.C([O:27][CH2:28][CH3:29])C. (6) Given the product [Cl:1][C:2]1[N:10]=[CH:9][C:8]([O:11][CH3:12])=[CH:7][C:3]=1[C:4]([O:6][CH3:17])=[O:5], predict the reactants needed to synthesize it. The reactants are: [Cl:1][C:2]1[N:10]=[CH:9][C:8]([O:11][CH3:12])=[CH:7][C:3]=1[C:4]([OH:6])=[O:5].S(Cl)(Cl)=O.[CH3:17]O. (7) Given the product [C:9](=[N:7][S:5]([C:2]([CH3:4])([CH3:3])[CH3:1])=[O:6])([CH3:11])[CH3:8], predict the reactants needed to synthesize it. The reactants are: [CH3:1][C:2]([S:5]([NH2:7])=[O:6])([CH3:4])[CH3:3].[CH3:8][C:9]([CH3:11])=O. (8) Given the product [NH:1]([C:17]([O:19][C:20]([CH3:23])([CH3:22])[CH3:21])=[O:18])[C@H:2]([C:4]([NH:6][C@H:7]([C:9]([NH:11][C@H:12]([C:14]([NH:24][CH2:25][CH2:26][CH2:27][OH:28])=[O:16])[CH3:13])=[O:10])[CH3:8])=[O:5])[CH3:3], predict the reactants needed to synthesize it. The reactants are: [NH:1]([C:17]([O:19][C:20]([CH3:23])([CH3:22])[CH3:21])=[O:18])[C@H:2]([C:4]([NH:6][C@H:7]([C:9]([NH:11][C@H:12]([C:14]([OH:16])=O)[CH3:13])=[O:10])[CH3:8])=[O:5])[CH3:3].[NH2:24][CH2:25][CH2:26][CH2:27][OH:28].C1COCC1. (9) Given the product [F:28][C:26]1[CH:27]=[C:22]2[C:23](=[N:24][CH:25]=1)[O:29][CH2:2][CH:3]([OH:30])[CH2:4][NH:5][C:6](=[O:7])[C:8]1=[C:12]3[N:13]=[C:14]([CH:15]=[CH:16][N:11]3[N:10]=[CH:9]1)[N:17]1[C@@H:18]2[CH2:19][CH2:20][CH2:21]1, predict the reactants needed to synthesize it. The reactants are: Cl[CH2:2][CH:3]([OH:30])[CH2:4][NH:5][C:6]([C:8]1[CH:9]=[N:10][N:11]2[CH:16]=[CH:15][C:14]([N:17]3[CH2:21][CH2:20][CH2:19][C@@H:18]3[C:22]3[C:23](=[O:29])[NH:24][CH:25]=[C:26]([F:28])[CH:27]=3)=[N:13][C:12]=12)=[O:7].C([O-])([O-])=O.[Cs+].[Cs+].